This data is from Reaction yield outcomes from USPTO patents with 853,638 reactions. The task is: Predict the reaction yield, written as a fraction of the theoretical maximum amount of product (1.0 means a 100% yield; for example, 0.34 means a 34% yield). The reactants are [NH:1]([C:3]1[CH:4]=[C:5]([CH2:9][C:10]([O:12][CH2:13][CH3:14])=[O:11])[CH:6]=[CH:7][CH:8]=1)[NH2:2].[F:15][C:16]([F:23])([F:22])[C:17](=O)[CH2:18][C:19]#[N:20]. The catalyst is CCO. The product is [NH2:20][C:19]1[N:1]([C:3]2[CH:4]=[C:5]([CH2:9][C:10]([O:12][CH2:13][CH3:14])=[O:11])[CH:6]=[CH:7][CH:8]=2)[N:2]=[C:17]([C:16]([F:23])([F:22])[F:15])[CH:18]=1. The yield is 0.570.